From a dataset of Full USPTO retrosynthesis dataset with 1.9M reactions from patents (1976-2016). Predict the reactants needed to synthesize the given product. (1) Given the product [C:34]([NH:1][C:2]1[S:17][C:5]2[CH2:6][N:7]([C:10]([O:12][C:13]([CH3:14])([CH3:15])[CH3:16])=[O:11])[CH2:8][CH2:9][C:4]=2[C:3]=1[C:18]1[S:19][C:20]2[CH:26]=[CH:25][CH:24]=[CH:23][C:21]=2[N:22]=1)(=[O:36])[CH3:35], predict the reactants needed to synthesize it. The reactants are: [NH2:1][C:2]1[S:17][C:5]2[CH2:6][N:7]([C:10]([O:12][C:13]([CH3:16])([CH3:15])[CH3:14])=[O:11])[CH2:8][CH2:9][C:4]=2[C:3]=1[C:18]1[S:19][C:20]2[CH:26]=[CH:25][CH:24]=[CH:23][C:21]=2[N:22]=1.C(N(CC)CC)C.[C:34](OC(=O)C)(=[O:36])[CH3:35]. (2) Given the product [C:1]([C:3]1[CH:10]=[CH:9][C:6]2[CH:7]=[C:15]([C:16]([O:18][CH3:19])=[O:17])[S:14][C:5]=2[CH:4]=1)#[N:2], predict the reactants needed to synthesize it. The reactants are: [C:1]([C:3]1[CH:10]=[CH:9][C:6]([CH:7]=O)=[C:5]([N+]([O-])=O)[CH:4]=1)#[N:2].[SH:14][CH2:15][C:16]([O:18][CH3:19])=[O:17].C(N(CC)CC)C.C(O)(=O)C. (3) Given the product [Cl:1][C:2]1[C:7]([O:8][CH3:9])=[CH:6][CH:5]=[CH:4][C:3]=1[C:10]1[C:11](=[O:12])[NH:20][C:21](=[O:22])[NH:23][CH:16]=1, predict the reactants needed to synthesize it. The reactants are: [Cl:1][C:2]1[C:7]([O:8][CH3:9])=[CH:6][CH:5]=[CH:4][C:3]=1[C:10](=[CH:16]N(C)C)[C:11](OCC)=[O:12].[NH2:20][C:21]([NH2:23])=[O:22].[Na+].[I-].C[Si](Cl)(C)C.[OH-].[Na+]. (4) Given the product [CH2:36]1[C:37]2([CH2:38][CH2:39][CH2:40][CH2:41][CH2:42]2)[CH2:32][CH2:33][CH:34]([CH:43]([C:2]2[N:3]=[CH:4][N:5]([C:7]([C:14]3[CH:15]=[CH:16][CH:17]=[CH:18][CH:19]=3)([C:8]3[CH:13]=[CH:12][CH:11]=[CH:10][CH:9]=3)[C:20]3[CH:21]=[CH:22][CH:23]=[CH:24][CH:25]=3)[CH:6]=2)[OH:44])[CH2:35]1, predict the reactants needed to synthesize it. The reactants are: I[C:2]1[N:3]=[CH:4][N:5]([C:7]([C:20]2[CH:25]=[CH:24][CH:23]=[CH:22][CH:21]=2)([C:14]2[CH:19]=[CH:18][CH:17]=[CH:16][CH:15]=2)[C:8]2[CH:13]=[CH:12][CH:11]=[CH:10][CH:9]=2)[CH:6]=1.N#N.CC[Mg+].[Br-].[CH2:32]1[C:37]2([CH2:42][CH2:41][CH2:40][CH2:39][CH2:38]2)[CH2:36][CH2:35][CH:34]([CH:43]=[O:44])[CH2:33]1.